The task is: Predict which catalyst facilitates the given reaction.. This data is from Catalyst prediction with 721,799 reactions and 888 catalyst types from USPTO. (1) Reactant: Br[C:2]1[N:19]=[C:5]2[CH:6]=[CH:7][CH:8]=[C:9]([C:10]([F:18])([F:17])[CH:11]3[CH2:16][CH2:15][O:14][CH2:13][CH2:12]3)[N:4]2[N:3]=1.C([N:22](S(F)(F)F)[CH2:23][CH3:24])C. Product: [F:17][C:10]([F:18])([CH:11]1[CH2:16][CH2:15][O:14][CH2:13][CH2:12]1)[C:9]1[N:4]2[N:3]=[C:2]([NH:19][C:5]3[CH:24]=[C:23]4[C:8]([C:9]([CH3:10])=[N:4][NH:22]4)=[CH:7][CH:6]=3)[N:19]=[C:5]2[CH:6]=[CH:7][CH:8]=1. The catalyst class is: 22. (2) Reactant: [N:1]1([C:6]2[N:11]=[CH:10][C:9]([C:12](=[O:28])[CH2:13][C:14]([C:20]3[CH:25]=[C:24]([Cl:26])[CH:23]=[C:22]([Cl:27])[CH:21]=3)(O)[C:15]([F:18])([F:17])[F:16])=[CH:8][CH:7]=2)[CH:5]=[N:4][CH:3]=[N:2]1.S(Cl)(Cl)=O.N1C=CC=CC=1. Product: [N:1]1([C:6]2[N:11]=[CH:10][C:9]([C:12](=[O:28])[CH:13]=[C:14]([C:20]3[CH:25]=[C:24]([Cl:26])[CH:23]=[C:22]([Cl:27])[CH:21]=3)[C:15]([F:18])([F:16])[F:17])=[CH:8][CH:7]=2)[CH:5]=[N:4][CH:3]=[N:2]1. The catalyst class is: 11. (3) Reactant: [CH3:1][S:2][C:3](SC)=[C:4]([CH2:17][CH2:18][CH3:19])[C:5]([C:7]1[NH:11][C:10]2[CH:12]=[CH:13][C:14]([CH3:16])=[CH:15][C:9]=2[N:8]=1)=O.O.[NH2:23][NH2:24]. Product: [CH3:16][C:14]1[CH:13]=[CH:12][C:10]2[NH:11][C:7]([C:5]3[C:4]([CH2:17][CH2:18][CH3:19])=[C:3]([S:2][CH3:1])[NH:24][N:23]=3)=[N:8][C:9]=2[CH:15]=1. The catalyst class is: 8. (4) Product: [CH3:13][C:12]1([CH3:14])[CH:11]2[CH2:10][CH:9]1[CH2:8][CH2:7][C:6]2=[CH2:5]. Reactant: [Al+3].[Cl-].[Cl-].[Cl-].[CH3:5][C:6]1[CH:11]2[C:12]([CH3:14])([CH3:13])[CH:9]([CH2:10]2)[CH2:8][CH:7]=1. The catalyst class is: 11.